Regression/Classification. Given an antibody's heavy chain and light chain sequences, predict its developability. TAP uses regression for 5 developability metrics; SAbDab uses binary classification. From a dataset of Antibody developability classification from SAbDab with 2,409 antibodies. (1) The antibody is ['EVQLVESGGGLVQPGGSLRLSCAASGFTFSSYGMSWVRQAPGKGLELVASINSNGGSTYYPDSVKGRFTISRDNAKNSLYLQMNSLRAEDTAVYYCASGDYWGQGTTVTVSS', 'DIVMTQSPLSLPVTPGEPASISCRSSQSLVYSNGDTYLHWYLQKPGQSPQLLIYKVSNRFSGVPDRFSGSGSGTDFTLKISRVEAEDVGVYYCSQSTHVPWTFGQGTKVEIK']. Result: 0 (not developable). (2) The antibody is ['AVKLQESGPGILKPSQTLSLTCSFSGFSLTTYGMGVGWIRQSSGKGLEWLAHIWWDDDKYYNPSLKSRLTISKDTSRNQVFLKITSVATADTATYYCARRAPFYGNHAMDYWGQGTTVTVSS', 'SVEMTQSPSSFSVSLGDRVTITCKASEDIYNRLAWYQQKPGNAPRLLISGATSLETEVPSRFSGSGSGKDYTLSITSLQTEDVATYYCQQYWSTWTFGGGTKLEIK']. Result: 0 (not developable). (3) The antibody is ['QVKLLESGPELVKPGASVKMSCKASGYTFTSYVMHWVKQKPGQGLEWIGYINPYNDGTKYNEKFKGKATLTSDKSSSTAYMELSSLTSEDSAVYYCVRGGYRPYYAMDYWGQGTSVTVSS', 'ELQMTQSPASLSASVGETVTITCRASENIYSYLAWYQQKQGKSPQLLVYNAKTLAEGVPSRFSGSGSGTQFSLKINSLQPEDFGSYYCQHHYGTPLTFGAGTKLELK']. Result: 0 (not developable). (4) The antibody is ['EVQLLESGGGLVQPGGSLRLSCAASGFTFSSYAMSWVRQAPGKGLEWVSAISGSGGSTYYADSVKGRFTISRDNSKNTLYLQMNSLRAEDTAVYYCARDLIHGVTRNWGQGTLVTVSS', 'NFMLTQPHSVSESPGKTVTISCTRSSGSLANYYVQWYQQRPGSSPTIVIFANNQRPSGVPDRFSGSIDSSSNSASLTISGLKTEDEADYYCQTYDPYSVVFGGGTKLTVL']. Result: 1 (developable). (5) The antibody is ['EVQLVESGGGLVKAGGSLILSCGVSNFRISAHTMNWVRRVPGGGLEWVASISTSSTYRDYADAVKGRFTVSRDDLEDFVYLQMHKMRVEDTAIYYCARKGSDRLSDNDPFDAWGPGTVVTVSP', 'AVVMTQSPSTLSASVGDTITITCRASQSIETWLAWYQQKPGKAPKLLIYKASTLKTGVPSRFSGSGSGTEFTLTISGLQFDDFATYHCQHYAGYSATFGQGTRVEIK']. Result: 0 (not developable). (6) The antibody is ['EVQLVESGGDLVKPGGSLKLSCAASGFSFSSYGMSWVRQTPDKRLEWVATISNGGGYTYYPDSVKGRFTISRDNAKNTLYLQMSSLKSEDSAMYYCARRERYDENGFAYWGQGTLVTVSA', 'DIVMTQSPSSLTVTAGEKVTMSCTSSQSLFNSGKQKNYLTWYQQKPGQPPKVLIYWASTRESGVPDRFTGSGSGTDFTLTISSVQAEDLAVYYCQNDYSNPLTFGGGTKLELK']. Result: 0 (not developable). (7) The antibody is ['QVQLKESGPGLVQPSQTLSLTCTVSGFSLTNNNVNWVRQATGRGLEWMGGVWAGGATDYNSALKSRLTITRDTSKSQVFLKMHSLQSEDTATYYCARDGGYSSSTLYAMDAWGQGTTVTVSS', 'DIQMTQSPASLSASLGETVTIECRASEDIYNALAWYQQKPGKSPQLLIYNTDTLHTGVPSRFSGSGSGTQYSLKINSLQSEDVASYFCQHYFGYPRTFGGGTKLELK']. Result: 1 (developable).